From a dataset of Forward reaction prediction with 1.9M reactions from USPTO patents (1976-2016). Predict the product of the given reaction. (1) Given the reactants [F:1][C:2]1[CH:3]=[C:4]2[C:8](=[CH:9][CH:10]=1)[N:7]([CH2:11][C:12]1[CH:17]=[CH:16][CH:15]=[C:14]([F:18])[CH:13]=1)[C:6]([C:19]([NH2:21])=[O:20])=[CH:5]2.Br[C:23]1[CH:28]=[CH:27][N:26]2[CH:29]=[C:30]([CH2:32][O:33][CH3:34])[N:31]=[C:25]2[CH:24]=1.C(=O)([O-])[O-].[K+].[K+].[C@@H]1(N)CCCC[C@H]1N, predict the reaction product. The product is: [CH3:34][O:33][CH2:32][C:30]1[N:31]=[C:25]2[CH:24]=[C:23]([NH:21][C:19]([C:6]3[N:7]([CH2:11][C:12]4[CH:17]=[CH:16][CH:15]=[C:14]([F:18])[CH:13]=4)[C:8]4[C:4]([CH:5]=3)=[CH:3][C:2]([F:1])=[CH:10][CH:9]=4)=[O:20])[CH:28]=[CH:27][N:26]2[CH:29]=1. (2) The product is: [Cl:15][C:11]1[C:12]([CH3:14])=[CH:13][C:8]2[N:7]=[C:25]([C:27]3[CH:32]=[CH:31][CH:30]=[C:29]([C:33]4[CH:38]=[C:37]([CH3:39])[N:36]=[C:35]([NH:40][CH2:41][CH2:42][OH:43])[N:34]=4)[CH:28]=3)[CH2:24][C:23](=[O:44])[NH:16][C:9]=2[CH:10]=1. Given the reactants C(OC(=O)[NH:7][C:8]1[CH:13]=[C:12]([CH3:14])[C:11]([Cl:15])=[CH:10][C:9]=1[NH2:16])(C)(C)C.C(O[C:23](=[O:44])[CH2:24][C:25]([C:27]1[CH:32]=[CH:31][CH:30]=[C:29]([C:33]2[CH:38]=[C:37]([CH3:39])[N:36]=[C:35]([NH:40][CH2:41][CH2:42][OH:43])[N:34]=2)[CH:28]=1)=O)(C)(C)C, predict the reaction product. (3) Given the reactants [F:1][C:2]1[CH:22]=[CH:21][CH:20]=[C:19]([F:23])[C:3]=1[C:4]([NH:6][C:7]1[S:8][C:9]([C:13]2[CH:14]=NC=[CH:17][CH:18]=2)=[C:10]([CH3:12])[N:11]=1)=[O:5].[N:24]1C=CC(CC(=O)C)=C[CH:25]=1, predict the reaction product. The product is: [F:23][C:19]1[CH:20]=[CH:21][CH:22]=[C:2]([F:1])[C:3]=1[C:4]([NH:6][C:7]1[S:8][C:9]([C:13]2[CH:18]=[CH:17][N:24]=[CH:25][CH:14]=2)=[C:10]([CH3:12])[N:11]=1)=[O:5]. (4) Given the reactants [H-].[Na+].[CH2:3]1OCCOCCOCCOCC[O:5][CH2:4]1.[O:18]1[C:22]2[CH:23]=[CH:24][CH:25]=[CH:26][C:21]=2[C:20]([CH2:27][C:28]([O:30][CH3:31])=[O:29])=[CH:19]1.C(OCC)(=O)C.[Cl-].[NH4+], predict the reaction product. The product is: [O:18]1[C:22]2[CH:23]=[CH:24][CH:25]=[CH:26][C:21]=2[C:20]([CH:27]([C:4]([CH3:3])=[O:5])[C:28]([O:30][CH3:31])=[O:29])=[CH:19]1.